Predict the product of the given reaction. From a dataset of Forward reaction prediction with 1.9M reactions from USPTO patents (1976-2016). (1) Given the reactants Br[C:2]1[CH:3]=[C:4]([C:8]2[C:9]([CH3:14])=[N:10][O:11][C:12]=2[CH3:13])[CH:5]=[N:6][CH:7]=1.[B:15]1([B:15]2[O:19][C:18]([CH3:21])([CH3:20])[C:17]([CH3:23])([CH3:22])[O:16]2)[O:19][C:18]([CH3:21])([CH3:20])[C:17]([CH3:23])([CH3:22])[O:16]1.C([O-])(=O)C.[K+], predict the reaction product. The product is: [CH3:14][C:9]1[C:8]([C:4]2[CH:5]=[N:6][CH:7]=[C:2]([B:15]3[O:19][C:18]([CH3:21])([CH3:20])[C:17]([CH3:23])([CH3:22])[O:16]3)[CH:3]=2)=[C:12]([CH3:13])[O:11][N:10]=1. (2) Given the reactants [C:1](Cl)(=[O:11])[C:2]1[CH:10]=[CH:9][C:5]([C:6](Cl)=[O:7])=[CH:4][CH:3]=1.C([NH:20][CH:21]1[CH2:26][CH2:25][NH:24][CH2:23][CH2:22]1)(OC(C)(C)C)=O.C([N:29]([CH2:32][CH3:33])[CH2:30][CH3:31])C.[CH3:34][N:35](C=O)C, predict the reaction product. The product is: [NH2:35][CH:34]1[CH2:31][CH2:30][N:29]([C:1]([C:2]2[CH:10]=[CH:9][C:5]([C:6]([N:24]3[CH2:23][CH2:22][CH:21]([NH2:20])[CH2:26][CH2:25]3)=[O:7])=[CH:4][CH:3]=2)=[O:11])[CH2:32][CH2:33]1. (3) Given the reactants [CH:1]1([OH:8])[CH2:6][CH2:5][CH:4]([OH:7])[CH2:3][CH2:2]1.[H-].[Na+].F[C:12]1[CH:17]=[C:16]([F:18])[CH:15]=[CH:14][C:13]=1[N+:19]([O-:21])=[O:20], predict the reaction product. The product is: [F:18][C:16]1[CH:17]=[CH:12][C:13]([N+:19]([O-:21])=[O:20])=[C:14]([O:7][CH:4]2[CH2:5][CH2:6][CH:1]([OH:8])[CH2:2][CH2:3]2)[CH:15]=1. (4) Given the reactants CO[CH2:3][N:4]([CH2:10][C:11]1[CH:16]=[CH:15][CH:14]=[CH:13][CH:12]=1)[CH2:5][Si](C)(C)C.[F:17][C:18]([F:23])([F:22])[C:19](O)=O, predict the reaction product. The product is: [CH2:10]([N:4]1[CH2:5][CH2:15][CH:16]([C:11]2[CH:12]=[CH:13][CH:14]=[C:19]([C:18]([F:23])([F:22])[F:17])[CH:10]=2)[CH2:3]1)[C:11]1[CH:16]=[CH:15][CH:14]=[CH:13][CH:12]=1. (5) Given the reactants [CH3:1][C:2]1([CH3:18])[CH2:6][O:5][C:4]([C:7]2[O:11][C:10]3[CH:12]=[CH:13][CH:14]=[C:15]([O:16]C)[C:9]=3[CH:8]=2)=[N:3]1.B(Br)(Br)Br, predict the reaction product. The product is: [CH3:1][C:2]1([CH3:18])[CH2:6][O:5][C:4]([C:7]2[O:11][C:10]3[CH:12]=[CH:13][CH:14]=[C:15]([OH:16])[C:9]=3[CH:8]=2)=[N:3]1. (6) Given the reactants [C:1]([O:5][C:6]([N:8]1[C@H:13]2[CH2:14][CH2:15][C@@H:9]1[C@H:10]([C:16]([OH:18])=O)[CH2:11][CH2:12]2)=[O:7])([CH3:4])([CH3:3])[CH3:2].[CH:19]([O:22][C:23]1[CH:29]=[CH:28][C:26]([NH2:27])=[CH:25][CH:24]=1)([CH3:21])[CH3:20], predict the reaction product. The product is: [CH:19]([O:22][C:23]1[CH:29]=[CH:28][C:26]([NH:27][C:16]([C@@H:10]2[CH2:11][CH2:12][C@H:13]3[N:8]([C:6]([O:5][C:1]([CH3:2])([CH3:3])[CH3:4])=[O:7])[C@@H:9]2[CH2:15][CH2:14]3)=[O:18])=[CH:25][CH:24]=1)([CH3:21])[CH3:20]. (7) Given the reactants [NH2:1][C:2]1[CH:9]=[CH:8][CH:7]=[C:6]([O:10][CH:11]2[CH2:17][CH2:16][CH2:15][CH2:14][CH2:13][CH2:12]2)[C:3]=1[C:4]#[N:5].O=[C:19]([CH3:26])[CH2:20][C:21]([O:23][CH2:24][CH3:25])=[O:22], predict the reaction product. The product is: [CH2:24]([O:23][C:21]([C:20]1[C:19]([CH3:26])=[N:1][C:2]2[C:3]([C:4]=1[NH2:5])=[C:6]([O:10][CH:11]1[CH2:12][CH2:13][CH2:14][CH2:15][CH2:16][CH2:17]1)[CH:7]=[CH:8][CH:9]=2)=[O:22])[CH3:25]. (8) Given the reactants [CH3:1][O:2][C:3](=[O:12])[C:4]1[C:5](=[CH:7][CH:8]=[C:9]([Cl:11])[CH:10]=1)[OH:6].[I:13]N1C(=O)CCC1=O, predict the reaction product. The product is: [Cl:11][C:9]1[CH:8]=[C:7]([I:13])[C:5]([OH:6])=[C:4]([CH:10]=1)[C:3]([O:2][CH3:1])=[O:12]. (9) Given the reactants Br[C:2]1[CH:3]=[C:4]2[C:24](=[CH:25][CH:26]=1)[C:12]1[NH:13][C:14]([C:16]3[C:21]([F:22])=[CH:20][CH:19]=[CH:18][C:17]=3[Cl:23])=[N:15][C:11]=1[C:10]1[CH:9]=[CH:8][C:7]([Cl:27])=[CH:6][C:5]2=1.[CH3:28][N:29](C=O)C, predict the reaction product. The product is: [Cl:27][C:7]1[CH:6]=[C:5]2[C:10](=[CH:9][CH:8]=1)[C:11]1[NH:15][C:14]([C:16]3[C:21]([F:22])=[CH:20][CH:19]=[CH:18][C:17]=3[Cl:23])=[N:13][C:12]=1[C:24]1[CH:25]=[CH:26][C:2]([C:28]#[N:29])=[CH:3][C:4]2=1.